Dataset: Forward reaction prediction with 1.9M reactions from USPTO patents (1976-2016). Task: Predict the product of the given reaction. (1) Given the reactants [CH3:1][N:2]1[C:6]([C:7]2[CH:12]=[CH:11][CH:10]=[CH:9][CH:8]=2)=[N:5][N:4]=[C:3]1[CH2:13][CH2:14][CH2:15][CH:16]=[CH2:17].B1C2CCCC1CCC2.[OH-:27].[Na+].OO, predict the reaction product. The product is: [CH3:1][N:2]1[C:6]([C:7]2[CH:8]=[CH:9][CH:10]=[CH:11][CH:12]=2)=[N:5][N:4]=[C:3]1[CH2:13][CH2:14][CH2:15][CH2:16][CH2:17][OH:27]. (2) Given the reactants [CH3:1][C:2]1[S:3][C:4]([C:8]([OH:10])=O)=[C:5]([CH3:7])[N:6]=1.C1C=CC2N(O)N=NC=2C=1.CCN=C=NCCCN(C)C.C(N(C(C)C)CC)(C)C.[CH3:41][C:42]12[CH2:49][CH:46]([NH:47][CH2:48]1)[CH2:45][C:44]([CH3:51])([CH3:50])[CH2:43]2, predict the reaction product. The product is: [CH3:1][C:2]1[S:3][C:4]([C:8]([N:47]2[CH2:48][C:42]3([CH3:41])[CH2:49][CH:46]2[CH2:45][C:44]([CH3:51])([CH3:50])[CH2:43]3)=[O:10])=[C:5]([CH3:7])[N:6]=1. (3) Given the reactants [C:1]1([SH:11])[C:10]2[C:5](=[CH:6][CH:7]=[CH:8][CH:9]=2)[CH:4]=[CH:3][CH:2]=1.Cl[CH2:13][CH2:14][N:15]([CH3:17])[CH3:16], predict the reaction product. The product is: [CH3:16][N:15]([CH3:17])[CH2:14][CH2:13][S:11][C:1]1[C:10]2[C:5](=[CH:6][CH:7]=[CH:8][CH:9]=2)[CH:4]=[CH:3][CH:2]=1. (4) Given the reactants [ClH:1].Cl.[CH3:3][NH:4][C:5]1([CH2:8][CH2:9][C:10]2[CH:11]=[N:12][CH:13]=[CH:14][CH:15]=2)[CH2:7][CH2:6]1.O.[OH-].[Na+].[C:19](=O)([O-])[O-].[Na+].[Na+], predict the reaction product. The product is: [ClH:1].[CH3:3][N:4]([CH3:19])[C:5]1([CH2:8][CH2:9][C:10]2[CH:11]=[N:12][CH:13]=[CH:14][CH:15]=2)[CH2:7][CH2:6]1.